This data is from Reaction yield outcomes from USPTO patents with 853,638 reactions. The task is: Predict the reaction yield, written as a fraction of the theoretical maximum amount of product (1.0 means a 100% yield; for example, 0.34 means a 34% yield). The reactants are Br[C:2]1[CH:3]=[N:4][C:5]2[C:10]([N:11]=1)=[C:9]([C:12]([NH:14][CH2:15][C:16]([O:18]CC)=[O:17])=[O:13])[C:8]([OH:21])=[C:7]([C:22]1[CH:27]=[CH:26][CH:25]=[C:24]([F:28])[CH:23]=1)[CH:6]=2.[F:29][C:30]1[CH:31]=[C:32](B(O)O)[CH:33]=[CH:34][CH:35]=1.C(=O)([O-])[O-].[K+].[K+]. The catalyst is O1CCOCC1.O.C1C=CC([P]([Pd]([P](C2C=CC=CC=2)(C2C=CC=CC=2)C2C=CC=CC=2)([P](C2C=CC=CC=2)(C2C=CC=CC=2)C2C=CC=CC=2)[P](C2C=CC=CC=2)(C2C=CC=CC=2)C2C=CC=CC=2)(C2C=CC=CC=2)C2C=CC=CC=2)=CC=1. The product is [F:29][C:30]1[CH:35]=[C:34]([C:2]2[CH:3]=[N:4][C:5]3[C:10]([N:11]=2)=[C:9]([C:12]([NH:14][CH2:15][C:16]([OH:18])=[O:17])=[O:13])[C:8]([OH:21])=[C:7]([C:22]2[CH:27]=[CH:26][CH:25]=[C:24]([F:28])[CH:23]=2)[CH:6]=3)[CH:33]=[CH:32][CH:31]=1. The yield is 0.131.